Dataset: Full USPTO retrosynthesis dataset with 1.9M reactions from patents (1976-2016). Task: Predict the reactants needed to synthesize the given product. Given the product [N:1]([C:2]1[CH:9]=[C:8]([CH3:10])[C:5]([C:6]#[N:7])=[C:4]([CH3:11])[N:3]=1)=[C:12]=[S:13], predict the reactants needed to synthesize it. The reactants are: [NH2:1][C:2]1[CH:9]=[C:8]([CH3:10])[C:5]([C:6]#[N:7])=[C:4]([CH3:11])[N:3]=1.[C:12](N1C=CC=CC1=O)(N1C=CC=CC1=O)=[S:13].